From a dataset of Peptide-MHC class I binding affinity with 185,985 pairs from IEDB/IMGT. Regression. Given a peptide amino acid sequence and an MHC pseudo amino acid sequence, predict their binding affinity value. This is MHC class I binding data. (1) The peptide sequence is SKFWYLEHAK. The MHC is HLA-A68:01 with pseudo-sequence HLA-A68:01. The binding affinity (normalized) is 0.0452. (2) The peptide sequence is ILDNAAKYV. The MHC is HLA-A02:03 with pseudo-sequence HLA-A02:03. The binding affinity (normalized) is 0.486. (3) The peptide sequence is RTSKAALER. The MHC is HLA-B44:02 with pseudo-sequence HLA-B44:02. The binding affinity (normalized) is 0. (4) The peptide sequence is ASYAGAGAY. The MHC is SLA-20401 with pseudo-sequence SLA-20401. The binding affinity (normalized) is 0.560. (5) The peptide sequence is MSSAAHLLY. The MHC is HLA-A01:01 with pseudo-sequence HLA-A01:01. The binding affinity (normalized) is 0.750. (6) The peptide sequence is EKFFPSSSY. The MHC is HLA-B07:02 with pseudo-sequence HLA-B07:02. The binding affinity (normalized) is 0.0847. (7) The peptide sequence is KSRENSTLI. The MHC is HLA-A31:01 with pseudo-sequence HLA-A31:01. The binding affinity (normalized) is 0.0847. (8) The binding affinity (normalized) is 0. The MHC is Mamu-B08 with pseudo-sequence Mamu-B08. The peptide sequence is WYSADLVC. (9) The peptide sequence is ALAVLSKCY. The MHC is HLA-A11:01 with pseudo-sequence HLA-A11:01. The binding affinity (normalized) is 0.213.